Dataset: Retrosynthesis with 50K atom-mapped reactions and 10 reaction types from USPTO. Task: Predict the reactants needed to synthesize the given product. (1) Given the product Cn1ccnc1C(=NOCc1nccc(NC(=O)C2CC2)n1)c1ccccc1, predict the reactants needed to synthesize it. The reactants are: Cn1ccnc1C(=NOCc1nccc(N)n1)c1ccccc1.O=C(O)C1CC1. (2) The reactants are: N#Cc1ccc(F)c2ccccc12.c1ccc2c(c1)CCNC2. Given the product N#Cc1ccc(N2CCc3ccccc3C2)c2ccccc12, predict the reactants needed to synthesize it. (3) Given the product CC(c1cncs1)c1c(CCN(C)C)sc2ccccc12, predict the reactants needed to synthesize it. The reactants are: CN(C)CCc1sc2ccccc2c1C(C)(O)c1cncs1. (4) Given the product CCCCC(CC)COc1ccc(Br)cc1, predict the reactants needed to synthesize it. The reactants are: CCCCC(CC)CBr.Oc1ccc(Br)cc1. (5) Given the product O=C(c1cc(Br)c(O)c(Br)c1)N1CCOc2ncccc21, predict the reactants needed to synthesize it. The reactants are: O=C(O)c1cc(Br)c(O)c(Br)c1.c1cnc2c(c1)NCCO2. (6) The reactants are: COC(=O)c1c(-c2ccc(C#N)cc2)noc1C. Given the product Cc1onc(-c2ccc(C#N)cc2)c1C(=O)O, predict the reactants needed to synthesize it. (7) The reactants are: Cc1nc(C(=O)O)c(-c2ccccc2)s1.Cc1nc2sccn2c1C(=O)NC[C@H]1NC[C@@H]2CCC[C@H]12. Given the product Cc1nc(C(=O)N2C[C@@H]3CCC[C@@H]3[C@H]2CNC(=O)c2c(C)nc3sccn23)c(-c2ccccc2)s1, predict the reactants needed to synthesize it. (8) Given the product CC1(C)OC(=O)Nc2ccc(OCCCCS(=O)c3ccc(C4CCCCC4)cc3)cc21, predict the reactants needed to synthesize it. The reactants are: CC1(C)OC(=O)Nc2ccc(OCCCCSc3ccc(C4CCCCC4)cc3)cc21.OO. (9) The reactants are: COC(=O)C[C@@H](NC(=O)OC(C)(C)C)c1cc(NC(=O)OC)ccc1S(=O)(=O)C(C)C. Given the product COC(=O)C[C@@H](N)c1cc(NC(=O)OC)ccc1S(=O)(=O)C(C)C, predict the reactants needed to synthesize it.